From a dataset of Forward reaction prediction with 1.9M reactions from USPTO patents (1976-2016). Predict the product of the given reaction. (1) Given the reactants Br[C:2]1[S:3][C:4]([C:8]([N:10]([CH2:17][C:18]2[C:27]3[C:22](=[CH:23][CH:24]=[CH:25][CH:26]=3)[NH:21][C:20](=[O:28])[CH:19]=2)[C:11]2[CH:16]=[CH:15][CH:14]=[CH:13][CH:12]=2)=[O:9])=[C:5]([CH3:7])[N:6]=1.[CH3:29][NH:30][CH3:31].[Cl-].C(C1C=CC=C(CCC)C=1[N+]1C=CNC=1)CC.CC(C)([O-])C.[Na+], predict the reaction product. The product is: [CH3:29][N:30]([CH3:31])[C:2]1[S:3][C:4]([C:8]([N:10]([CH2:17][C:18]2[C:27]3[C:22](=[CH:23][CH:24]=[CH:25][CH:26]=3)[NH:21][C:20](=[O:28])[CH:19]=2)[C:11]2[CH:16]=[CH:15][CH:14]=[CH:13][CH:12]=2)=[O:9])=[C:5]([CH3:7])[N:6]=1. (2) Given the reactants O[C:2]1[C:11]2[C:6](=[CH:7][N:8]=[CH:9][CH:10]=2)[N:5]([C:12]2[CH:17]=[CH:16][CH:15]=[CH:14][CH:13]=2)[C:4](=[O:18])[C:3]=1[C:19](=O)[CH2:20][C:21]1[CH:26]=[CH:25][CH:24]=[CH:23][CH:22]=1.O.[NH2:29][NH2:30].C(=O)([O-])O.[Na+], predict the reaction product. The product is: [CH2:20]([C:19]1[C:3]2[C:4](=[O:18])[N:5]([C:12]3[CH:17]=[CH:16][CH:15]=[CH:14][CH:13]=3)[C:6]3[CH:7]=[N:8][CH:9]=[CH:10][C:11]=3[C:2]=2[NH:30][N:29]=1)[C:21]1[CH:26]=[CH:25][CH:24]=[CH:23][CH:22]=1. (3) Given the reactants [CH3:1][S:2]([C:5]1[CH:13]=[CH:12][C:8]([C:9]([OH:11])=O)=[CH:7][C:6]=1[N+:14]([O-:16])=[O:15])(=[O:4])=[O:3].S(Cl)(Cl)=O.[NH2:21][C:22]1[CH:27]=[CH:26][C:25]([NH:28][C:29]2[N:34]=[C:33]([NH:35][CH2:36][CH2:37][C:38]3[NH:39][CH:40]=[N:41][CH:42]=3)[C:32]([Br:43])=[CH:31][N:30]=2)=[CH:24][CH:23]=1, predict the reaction product. The product is: [Br:43][C:32]1[C:33]([NH:35][CH2:36][CH2:37][C:38]2[NH:39][CH:40]=[N:41][CH:42]=2)=[N:34][C:29]([NH:28][C:25]2[CH:24]=[CH:23][C:22]([NH:21][C:9](=[O:11])[C:8]3[CH:12]=[CH:13][C:5]([S:2]([CH3:1])(=[O:3])=[O:4])=[C:6]([N+:14]([O-:16])=[O:15])[CH:7]=3)=[CH:27][CH:26]=2)=[N:30][CH:31]=1. (4) Given the reactants [CH2:1]([O:8][C:9]1[C:10](Cl)=[N:11][CH:12]=[CH:13][CH:14]=1)[C:2]1[CH:7]=[CH:6][CH:5]=[CH:4][CH:3]=1.O.[NH2:17][NH2:18].C([O-])([O-])=O.[K+].[K+], predict the reaction product. The product is: [CH2:1]([O:8][C:9]1[C:10]([NH:17][NH2:18])=[N:11][CH:12]=[CH:13][CH:14]=1)[C:2]1[CH:7]=[CH:6][CH:5]=[CH:4][CH:3]=1.